The task is: Predict the reactants needed to synthesize the given product.. This data is from Full USPTO retrosynthesis dataset with 1.9M reactions from patents (1976-2016). (1) Given the product [F:14][C:15]1[CH:20]=[CH:19][C:18]([O:13][CH:10]2[CH2:11][CH2:12][N:8]([C:1]([O:3][C:4]([CH3:7])([CH3:6])[CH3:5])=[O:2])[CH2:9]2)=[CH:17][CH:16]=1, predict the reactants needed to synthesize it. The reactants are: [C:1]([N:8]1[CH2:12][CH2:11][CH:10]([OH:13])[CH2:9]1)([O:3][C:4]([CH3:7])([CH3:6])[CH3:5])=[O:2].[F:14][C:15]1[CH:20]=[CH:19][C:18](O)=[CH:17][CH:16]=1. (2) Given the product [O:1]=[C:2]1[C:6]2([CH2:11][CH2:10][N:9]([CH2:12][CH2:13][CH2:14][N:15]3[C:19]4[CH:20]=[CH:21][CH:22]=[CH:23][C:18]=4[NH:17][C:16]3=[O:24])[CH2:8][CH2:7]2)[N:5]([C:25]2[CH:30]=[CH:29][CH:28]=[CH:27][CH:26]=2)[CH2:4][N:3]1[CH2:31][C:32]1[CH:33]=[C:34]([CH:39]=[CH:40][CH:41]=1)[C:35]([O:37][C@@H:38]1[CH:45]2[CH2:46][CH2:47][N:42]([CH2:43][CH2:44]2)[CH2:49]1)=[O:36], predict the reactants needed to synthesize it. The reactants are: [O:1]=[C:2]1[C:6]2([CH2:11][CH2:10][N:9]([CH2:12][CH2:13][CH2:14][N:15]3[C:19]4[CH:20]=[CH:21][CH:22]=[CH:23][C:18]=4[NH:17][C:16]3=[O:24])[CH2:8][CH2:7]2)[N:5]([C:25]2[CH:30]=[CH:29][CH:28]=[CH:27][CH:26]=2)[CH2:4][N:3]1[CH2:31][C:32]1[CH:33]=[C:34]([CH:39]=[CH:40][CH:41]=1)[C:35]([O:37][CH3:38])=[O:36].[N:42]12[CH2:49]C[CH:45]([CH2:46][CH2:47]1)[C@@H:44](O)[CH2:43]2. (3) Given the product [F:31][C:26]1[CH:25]=[C:24]([C:16]2[N:17]=[C:18]3[CH:23]=[CH:22][CH:21]=[CH:20][N:19]3[C:15]=2[C:13]2[CH:12]=[CH:11][N:10]=[C:9]([C:6]3[CH:7]=[CH:8][C:3]([CH2:1][N:32]4[CH2:36][CH2:35][CH2:34][CH2:33]4)=[CH:4][CH:5]=3)[CH:14]=2)[CH:29]=[CH:28][C:27]=1[F:30], predict the reactants needed to synthesize it. The reactants are: [CH:1]([C:3]1[CH:8]=[CH:7][C:6]([C:9]2[CH:14]=[C:13]([C:15]3[N:19]4[CH:20]=[CH:21][CH:22]=[CH:23][C:18]4=[N:17][C:16]=3[C:24]3[CH:29]=[CH:28][C:27]([F:30])=[C:26]([F:31])[CH:25]=3)[CH:12]=[CH:11][N:10]=2)=[CH:5][CH:4]=1)=O.[NH:32]1[CH2:36][CH2:35][CH2:34][CH2:33]1. (4) Given the product [NH2:12][C:8]1[CH:7]=[CH:6][CH:5]=[C:4]2[C:9]=1[C:10](=[O:11])[C:2]([OH:1])([C:16]1[CH:21]=[CH:20][C:19]([CH:22]([CH3:24])[CH3:23])=[CH:18][C:17]=1[O:25][CH3:26])[C:3]2=[O:15], predict the reactants needed to synthesize it. The reactants are: [OH:1][C:2]1([C:16]2[CH:21]=[CH:20][C:19]([CH:22]([CH3:24])[CH3:23])=[CH:18][C:17]=2[O:25][CH3:26])[C:10](=[O:11])[C:9]2[C:4](=[CH:5][CH:6]=[CH:7][C:8]=2[N+:12]([O-])=O)[C:3]1=[O:15].Cl.O.